Predict the product of the given reaction. From a dataset of Forward reaction prediction with 1.9M reactions from USPTO patents (1976-2016). (1) The product is: [NH2:35][C:36]1([C:40]2[CH:41]=[CH:42][C:43]([C:46]3[C:55]([C:56]4[CH:57]=[CH:58][CH:59]=[CH:60][CH:61]=4)=[CH:54][C:53]4[C:52](=[O:62])[N:51]([CH2:63][C:64]#[N:65])[CH2:50][CH2:49][C:48]=4[N:47]=3)=[CH:44][CH:45]=2)[CH2:39][CH2:38][CH2:37]1. Given the reactants NC1(C2C=CC(C3C(C4C=CC=CC=4)=CC4C(=O)CCCC=4N=3)=CC=2)CCC1.C(OC(=O)[NH:35][C:36]1([C:40]2[CH:45]=[CH:44][C:43]([C:46]3[C:55]([C:56]4[CH:61]=[CH:60][CH:59]=[CH:58][CH:57]=4)=[CH:54][C:53]4[C:52](=[O:62])[N:51]([CH2:63][C:64]#[N:65])[CH2:50][CH2:49][C:48]=4[N:47]=3)=[CH:42][CH:41]=2)[CH2:39][CH2:38][CH2:37]1)(C)(C)C, predict the reaction product. (2) Given the reactants [CH3:1][C:2]1[O:6][C:5]([C:7]2[CH:12]=[CH:11][CH:10]=[CH:9][CH:8]=2)=[N:4][C:3]=1[CH2:13][O:14][C:15]1[CH:38]=[CH:37][C:18]([CH2:19][N:20]2[C:32]3[CH:31]=[CH:30][CH:29]=[C:28]([O:33]CC=C)[C:27]=3[C:26]3[C:21]2=[CH:22][CH:23]=[CH:24][CH:25]=3)=[CH:17][C:16]=1[O:39][CH3:40].O1CCCC1CCO.C1(P(C2C=CC=CC=2)C2C=CC=CC=2)C=CC=CC=1, predict the reaction product. The product is: [CH3:1][C:2]1[O:6][C:5]([C:7]2[CH:8]=[CH:9][CH:10]=[CH:11][CH:12]=2)=[N:4][C:3]=1[CH2:13][O:14][C:15]1[CH:38]=[CH:37][C:18]([CH2:19][N:20]2[C:32]3[CH:31]=[CH:30][CH:29]=[C:28]([OH:33])[C:27]=3[C:26]3[C:21]2=[CH:22][CH:23]=[CH:24][CH:25]=3)=[CH:17][C:16]=1[O:39][CH3:40]. (3) Given the reactants Br[C:2]1[N:6]([CH2:7][C:8]([O:10][C:11](C)(C)C)=[O:9])[C:5]2[CH:15]=[C:16]([C:18]([O:20][CH3:21])=[O:19])[S:17][C:4]=2[C:3]=1[CH:22]1[CH2:27][CH2:26][CH2:25][CH2:24][CH2:23]1.[CH:28]([C:30]1[CH:35]=[CH:34][CH:33]=[CH:32][C:31]=1B(O)O)=[O:29].[F-].[K+], predict the reaction product. The product is: [CH:22]1([C:3]2[C:4]3[S:17][C:16]([C:18]([O:20][CH3:21])=[O:19])=[CH:15][C:5]=3[N:6]([CH2:7][C:8]([O:10][CH3:11])=[O:9])[C:2]=2[C:31]2[CH:32]=[CH:33][CH:34]=[CH:35][C:30]=2[CH:28]=[O:29])[CH2:27][CH2:26][CH2:25][CH2:24][CH2:23]1. (4) Given the reactants [NH2:1][CH:2]1[CH2:11][C:10]2[C:9]([C:12]([NH:14][CH3:15])=[O:13])=[CH:8][CH:7]=[C:6]([F:16])[C:5]=2[O:4][CH2:3]1.[F:17][C:18]1[CH:19]=[C:20]2[C:24](=[CH:25][CH:26]=1)[NH:23][CH:22]=[C:21]2[CH2:27][CH:28]=O.C(O)(=O)C.C([BH3-])#N.[Na+], predict the reaction product. The product is: [F:16][C:6]1[C:5]2[O:4][CH2:3][CH:2]([NH:1][CH2:28][CH2:27][C:21]3[C:20]4[C:24](=[CH:25][CH:26]=[C:18]([F:17])[CH:19]=4)[NH:23][CH:22]=3)[CH2:11][C:10]=2[C:9]([C:12]([NH:14][CH3:15])=[O:13])=[CH:8][CH:7]=1. (5) Given the reactants [CH2:1]([N:8]1[CH2:13][CH2:12][C:11]([NH:20]C(=O)OC)([C:14]2[CH:19]=[CH:18][N:17]=[CH:16][CH:15]=2)[CH2:10][CH2:9]1)[C:2]1[CH:7]=[CH:6][CH:5]=[CH:4][CH:3]=1.[OH-].[K+], predict the reaction product. The product is: [CH2:1]([N:8]1[CH2:9][CH2:10][C:11]([C:14]2[CH:19]=[CH:18][N:17]=[CH:16][CH:15]=2)([NH2:20])[CH2:12][CH2:13]1)[C:2]1[CH:7]=[CH:6][CH:5]=[CH:4][CH:3]=1. (6) Given the reactants [NH2:1][C:2]1[CH:22]=[CH:21][C:5]([CH2:6][N:7]([CH:15]2[CH2:20][CH2:19][CH2:18][CH2:17][CH2:16]2)[C:8]([C:10]2[O:11][CH:12]=[CH:13][CH:14]=2)=[O:9])=[CH:4][CH:3]=1.[CH:23]1[C:35]2[CH:34]([CH2:36][O:37][C:38]([NH:40][C@@H:41]([CH2:45][C:46]3[CH:51]=[CH:50][CH:49]=[CH:48][CH:47]=3)[C:42](O)=[O:43])=[O:39])[C:33]3[C:28](=[CH:29][CH:30]=[CH:31][CH:32]=3)[C:27]=2[CH:26]=[CH:25][CH:24]=1.C1C2C(COC(=O)N[C@H](C(=O)NC3C=CC(C)=CC=3)CCCCNC(OC(C)(C)C)=O)C3C(=CC=CC=3)C=2C=CC=1, predict the reaction product. The product is: [CH:23]1[C:35]2[CH:34]([CH2:36][O:37][C:38](=[O:39])[NH:40][C@H:41]([C:42](=[O:43])[NH:1][C:2]3[CH:3]=[CH:4][C:5]([CH2:6][N:7]([CH:15]4[CH2:20][CH2:19][CH2:18][CH2:17][CH2:16]4)[C:8]([C:10]4[O:11][CH:12]=[CH:13][CH:14]=4)=[O:9])=[CH:21][CH:22]=3)[CH2:45][C:46]3[CH:47]=[CH:48][CH:49]=[CH:50][CH:51]=3)[C:33]3[C:28](=[CH:29][CH:30]=[CH:31][CH:32]=3)[C:27]=2[CH:26]=[CH:25][CH:24]=1. (7) Given the reactants Br[C:2]1[CH:3]=[C:4]([N:8]2[CH2:16][CH:15]3[CH2:17][N:11]4[CH2:12][CH:13]([CH2:18][CH:9]2[CH2:10]4)[CH2:14]3)[CH:5]=[N:6][CH:7]=1.[CH3:19][O:20][C:21]1[CH:26]=[CH:25][C:24](B(O)O)=[CH:23][C:22]=1[CH3:30], predict the reaction product. The product is: [CH3:19][O:20][C:21]1[CH:26]=[CH:25][C:24]([C:2]2[CH:3]=[C:4]([N:8]3[CH2:16][CH:15]4[CH2:17][N:11]5[CH2:12][CH:13]([CH2:18][CH:9]3[CH2:10]5)[CH2:14]4)[CH:5]=[N:6][CH:7]=2)=[CH:23][C:22]=1[CH3:30].